From a dataset of Forward reaction prediction with 1.9M reactions from USPTO patents (1976-2016). Predict the product of the given reaction. Given the reactants [H-].[Al+3].[Li+].[H-].[H-].[H-].[NH2:7][S:8]([C:11]1[CH:16]=[CH:15][C:14]([N:17]2[C:21]([C:22]3[CH:27]=[CH:26][C:25]([CH3:28])=[CH:24][CH:23]=3)=[CH:20][C:19]([C:29](OC)=[O:30])=[N:18]2)=[CH:13][CH:12]=1)(=[O:10])=[O:9].Cl.C(OCC)(=O)C, predict the reaction product. The product is: [OH:30][CH2:29][C:19]1[CH:20]=[C:21]([C:22]2[CH:23]=[CH:24][C:25]([CH3:28])=[CH:26][CH:27]=2)[N:17]([C:14]2[CH:15]=[CH:16][C:11]([S:8]([NH2:7])(=[O:9])=[O:10])=[CH:12][CH:13]=2)[N:18]=1.